From a dataset of Full USPTO retrosynthesis dataset with 1.9M reactions from patents (1976-2016). Predict the reactants needed to synthesize the given product. Given the product [C:12]([O:16][C:17]([N:19]1[C@@H:24]([C@@H:25]([OH:26])[C@@H:8]([N+:9]([O-:11])=[O:10])[CH2:7][C:1]2[CH:6]=[CH:5][CH:4]=[CH:3][CH:2]=2)[CH2:23][O:22][C@@H:21]([CH2:27][CH2:28][CH:29]2[CH2:30][CH2:31][CH2:32][CH2:33][CH2:34]2)[CH2:20]1)=[O:18])([CH3:15])([CH3:13])[CH3:14], predict the reactants needed to synthesize it. The reactants are: [C:1]1([CH2:7][CH2:8][N+:9]([O-:11])=[O:10])[CH:6]=[CH:5][CH:4]=[CH:3][CH:2]=1.[C:12]([O:16][C:17]([N:19]1[C@@H:24]([CH:25]=[O:26])[CH2:23][O:22][C@@H:21]([CH2:27][CH2:28][CH:29]2[CH2:34][CH2:33][CH2:32][CH2:31][CH2:30]2)[CH2:20]1)=[O:18])([CH3:15])([CH3:14])[CH3:13].[F-].C([N+](CCCC)(CCCC)CCCC)CCC.